From a dataset of Peptide-MHC class II binding affinity with 134,281 pairs from IEDB. Regression. Given a peptide amino acid sequence and an MHC pseudo amino acid sequence, predict their binding affinity value. This is MHC class II binding data. (1) The peptide sequence is RLGKEFIRCLALPFR. The MHC is HLA-DQA10201-DQB10301 with pseudo-sequence HLA-DQA10201-DQB10301. The binding affinity (normalized) is 0. (2) The peptide sequence is GELQILDKIDAAFKI. The MHC is DRB1_0101 with pseudo-sequence DRB1_0101. The binding affinity (normalized) is 0.575.